This data is from Reaction yield outcomes from USPTO patents with 853,638 reactions. The task is: Predict the reaction yield, written as a fraction of the theoretical maximum amount of product (1.0 means a 100% yield; for example, 0.34 means a 34% yield). The reactants are CS(O[CH2:6][C@H:7]([C:17]1[CH:22]=[CH:21][C:20]([Br:23])=[CH:19][C:18]=1[CH3:24])[CH2:8][O:9][CH2:10][C:11]1[CH:16]=[CH:15][CH:14]=[CH:13][CH:12]=1)(=O)=O.CCCC[N+](CCCC)(CCCC)CCCC.[F-:42].C(OCC)C. The catalyst is CC(O)(C)C. The product is [CH2:10]([O:9][CH2:8][C@@H:7]([C:17]1[CH:22]=[CH:21][C:20]([Br:23])=[CH:19][C:18]=1[CH3:24])[CH2:6][F:42])[C:11]1[CH:16]=[CH:15][CH:14]=[CH:13][CH:12]=1. The yield is 0.760.